This data is from Full USPTO retrosynthesis dataset with 1.9M reactions from patents (1976-2016). The task is: Predict the reactants needed to synthesize the given product. Given the product [CH3:1][C:2]1[CH:7]=[CH:6][CH:5]=[CH:4][C:3]=1[CH2:8][C:9]1[N:18]([C:12]2[CH:13]=[CH:14][CH:15]=[CH:16][CH:17]=2)[C:19](=[S:22])[NH:20][N:21]=1, predict the reactants needed to synthesize it. The reactants are: [CH3:1][C:2]1[CH:7]=[CH:6][CH:5]=[CH:4][C:3]=1[CH2:8][C:9](O)=O.[C:12]1([NH:18][C:19](=[S:22])[NH:20][NH2:21])[CH:17]=[CH:16][CH:15]=[CH:14][CH:13]=1.